This data is from Choline transporter screen with 302,306 compounds. The task is: Binary Classification. Given a drug SMILES string, predict its activity (active/inactive) in a high-throughput screening assay against a specified biological target. (1) The compound is o1c(C(C(C)C)CCN(Cc2ccc(OC(C)C)cc2)C(=O)C)ccc1. The result is 0 (inactive). (2) The molecule is FC(F)(F)c1cc(cc(NC(=O)NC)c1)C(F)(F)F. The result is 0 (inactive). (3) The compound is S(=O)(=O)(N(CC)CC)c1cc(NC(=O)C=2OCCOC2)c(N2CCCCC2)cc1. The result is 0 (inactive). (4) The drug is Brc1cc(c2n[nH]c(SCCCCC)nc2=O)c(N)cc1. The result is 0 (inactive). (5) The molecule is s1c2c(NCC=C)nc(SC)nc2cc1. The result is 1 (active). (6) The molecule is S(CC(=O)Nc1c(n(n(c1=O)c1ccccc1)C)C)c1n(nnn1)C. The result is 0 (inactive).